From a dataset of Reaction yield outcomes from USPTO patents with 853,638 reactions. Predict the reaction yield, written as a fraction of the theoretical maximum amount of product (1.0 means a 100% yield; for example, 0.34 means a 34% yield). The product is [CH2:13]([O:12][C:11]1[C:10](=[O:20])[N:9]2[CH:21]=[C:22]([N:25]3[CH2:26][CH2:27][O:28][CH2:29][CH2:30]3)[CH:23]=[CH:24][C:8]2=[N:7][C:6]=1[CH:4]=[O:5])[C:14]1[CH:15]=[CH:16][CH:17]=[CH:18][CH:19]=1. The reactants are CON(C)[C:4]([C:6]1[N:7]=[C:8]2[CH:24]=[CH:23][C:22]([N:25]3[CH2:30][CH2:29][O:28][CH2:27][CH2:26]3)=[CH:21][N:9]2[C:10](=[O:20])[C:11]=1[O:12][CH2:13][C:14]1[CH:19]=[CH:18][CH:17]=[CH:16][CH:15]=1)=[O:5].[H-].[H-].[H-].[H-].[Li+].[Al+3]. The yield is 0.260. The catalyst is C1COCC1.